Dataset: Catalyst prediction with 721,799 reactions and 888 catalyst types from USPTO. Task: Predict which catalyst facilitates the given reaction. (1) Reactant: [Cl:1][C:2]1[C:3]([O:29][C:30]2[C:35]([C:36]3[CH:41]=[CH:40][N:39]=[N:38][CH:37]=3)=[CH:34][C:33]([C:42]3[CH:47]=[CH:46][C:45]([F:48])=[CH:44][CH:43]=3)=[C:32]([Cl:49])[CH:31]=2)=[CH:4][C:5]([F:28])=[C:6]([S:8]([N:11](CC2C=CC(OC)=CC=2OC)[C:12]2[S:13][CH:14]=[N:15][N:16]=2)(=[O:10])=[O:9])[CH:7]=1.FC(F)(F)C(O)=O.CO. Product: [Cl:1][C:2]1[C:3]([O:29][C:30]2[C:35]([C:36]3[CH:41]=[CH:40][N:39]=[N:38][CH:37]=3)=[CH:34][C:33]([C:42]3[CH:43]=[CH:44][C:45]([F:48])=[CH:46][CH:47]=3)=[C:32]([Cl:49])[CH:31]=2)=[CH:4][C:5]([F:28])=[C:6]([S:8]([NH:11][C:12]2[S:13][CH:14]=[N:15][N:16]=2)(=[O:10])=[O:9])[CH:7]=1. The catalyst class is: 4. (2) Reactant: [CH3:1][C:2]1[N:3]=[CH:4][NH:5][C:6]=1[CH:7]=[O:8].I[CH2:10][CH3:11].O. Product: [CH2:10]([N:3]1[C:2]([CH3:1])=[C:6]([CH:7]=[O:8])[N:5]=[CH:4]1)[CH3:11]. The catalyst class is: 1. (3) Reactant: [NH2:1][C:2]1[CH:10]=[CH:9][C:8]([N+:11]([O-:13])=[O:12])=[CH:7][C:3]=1[C:4]([OH:6])=O.N1[CH:18]=[CH:17]N=C1.C(Cl)(=O)C.Cl.[NH2:24][CH:25]1[CH2:30][CH2:29][C:28](=[O:31])[NH:27][C:26]1=[O:32].P(OC1C=CC=CC=1)(OC1C=CC=CC=1)OC1C=CC=CC=1. Product: [CH3:17][C:18]1[N:24]([CH:25]2[CH2:30][CH2:29][C:28](=[O:31])[NH:27][C:26]2=[O:32])[C:4](=[O:6])[C:3]2[C:2](=[CH:10][CH:9]=[C:8]([N+:11]([O-:13])=[O:12])[CH:7]=2)[N:1]=1. The catalyst class is: 47. (4) Reactant: [Si](OS(C(F)(F)F)(=O)=O)(C)(C)C.[C:13]([O:16][C@@H:17]1[C@@H:27]([O:28][C:29](=[O:31])[CH3:30])[C@H:26]([O:32][C:33](=[O:35])[CH3:34])[C@@H:25]([CH2:36][O:37][C:38](=[O:40])[CH3:39])[S:24][CH:18]1[O:19][Si](C)(C)C)(=[O:15])[CH3:14].C(C1C=CC(CC2C=CC=CC=2C[Si](O[Si](CC2C=CC=CC=2CC2C=CC(CC)=CC=2)(C)C)(C)C)=CC=1)C. Product: [C:13]([O:16][C@@H:17]1[C@@H:27]([O:28][C:29](=[O:31])[CH3:30])[C@H:26]([O:32][C:33](=[O:35])[CH3:34])[C@@H:25]([CH2:36][O:37][C:38](=[O:40])[CH3:39])[S:24][CH:18]1[OH:19])(=[O:15])[CH3:14]. The catalyst class is: 2. (5) Reactant: [CH3:1][O:2][C:3]1[CH:4]=[C:5]([CH:20]=[CH:21][C:22]=1[O:23][CH3:24])[CH2:6][C:7]1[N:8]([C:13]2[CH:18]=[CH:17][C:16]([F:19])=[CH:15][CH:14]=2)[C:9]([SH:12])=[N:10][N:11]=1.CCN(CC)CC.[F:32][C:33]1[CH:40]=[CH:39][CH:38]=[C:37]([F:41])[C:34]=1[CH2:35]Br. Product: [F:32][C:33]1[CH:40]=[CH:39][CH:38]=[C:37]([F:41])[C:34]=1[CH2:35][S:12][C:9]1[N:8]([C:13]2[CH:18]=[CH:17][C:16]([F:19])=[CH:15][CH:14]=2)[C:7]([CH2:6][C:5]2[CH:20]=[CH:21][C:22]([O:23][CH3:24])=[C:3]([O:2][CH3:1])[CH:4]=2)=[N:11][N:10]=1. The catalyst class is: 2.